Dataset: Reaction yield outcomes from USPTO patents with 853,638 reactions. Task: Predict the reaction yield, written as a fraction of the theoretical maximum amount of product (1.0 means a 100% yield; for example, 0.34 means a 34% yield). The reactants are N1C2C(=CC([CH:10]3[CH2:15][CH2:14][N:13]([C:16]([O:18][C:19]([CH3:22])([CH3:21])[CH3:20])=[O:17])[CH2:12][CH2:11]3)=CC=2)C=N1.Br[C:24]1[CH:29]=[CH:28][C:27]([C:30]#[C:31][Si:32]([CH3:35])([CH3:34])[CH3:33])=[CH:26][CH:25]=1. No catalyst specified. The product is [CH3:33][Si:32]([C:31]#[C:30][C:27]1[CH:28]=[CH:29][C:24]([CH:10]2[CH2:15][CH2:14][N:13]([C:16]([O:18][C:19]([CH3:21])([CH3:22])[CH3:20])=[O:17])[CH2:12][CH2:11]2)=[CH:25][CH:26]=1)([CH3:34])[CH3:35]. The yield is 0.670.